Task: Predict which catalyst facilitates the given reaction.. Dataset: Catalyst prediction with 721,799 reactions and 888 catalyst types from USPTO (1) Reactant: [OH:1][CH2:2][CH2:3][O:4][CH2:5][CH2:6][C:7]([CH3:10])([OH:9])[CH3:8].[C:11]1([CH3:21])[CH:16]=[CH:15][C:14]([S:17](Cl)(=[O:19])=[O:18])=[CH:13][CH:12]=1. Product: [CH3:21][C:11]1[CH:16]=[CH:15][C:14]([S:17]([O:1][CH2:2][CH2:3][O:4][CH2:5][CH2:6][C:7]([OH:9])([CH3:10])[CH3:8])(=[O:19])=[O:18])=[CH:13][CH:12]=1. The catalyst class is: 17. (2) The catalyst class is: 24. Product: [CH3:49][O:50][C:8](=[O:9])[C@H:7]([CH3:31])[CH2:6][CH2:5][O:4][CH2:1][CH:2]=[CH2:3]. Reactant: [CH2:1]([O:4][CH2:5][CH2:6][C@@H:7]([CH3:31])[C:8](N1[C@H](C(C)C)C(C2C=CC=CC=2)(C2C=CC=CC=2)OC1=O)=[O:9])[CH:2]=[CH2:3].[Br-].[Li+].C1CCN2C(=NCCC2)CC1.[Cl-].[NH4+].C1C[O:50][CH2:49]C1.